This data is from NCI-60 drug combinations with 297,098 pairs across 59 cell lines. The task is: Regression. Given two drug SMILES strings and cell line genomic features, predict the synergy score measuring deviation from expected non-interaction effect. (1) Drug 1: CC1C(C(CC(O1)OC2CC(OC(C2O)C)OC3=CC4=CC5=C(C(=O)C(C(C5)C(C(=O)C(C(C)O)O)OC)OC6CC(C(C(O6)C)O)OC7CC(C(C(O7)C)O)OC8CC(C(C(O8)C)O)(C)O)C(=C4C(=C3C)O)O)O)O. Drug 2: COCCOC1=C(C=C2C(=C1)C(=NC=N2)NC3=CC=CC(=C3)C#C)OCCOC.Cl. Cell line: SR. Synergy scores: CSS=64.6, Synergy_ZIP=12.4, Synergy_Bliss=13.2, Synergy_Loewe=-8.91, Synergy_HSA=11.9. (2) Drug 1: CC1C(C(CC(O1)OC2CC(OC(C2O)C)OC3=CC4=CC5=C(C(=O)C(C(C5)C(C(=O)C(C(C)O)O)OC)OC6CC(C(C(O6)C)O)OC7CC(C(C(O7)C)O)OC8CC(C(C(O8)C)O)(C)O)C(=C4C(=C3C)O)O)O)O. Drug 2: CC1=C(N=C(N=C1N)C(CC(=O)N)NCC(C(=O)N)N)C(=O)NC(C(C2=CN=CN2)OC3C(C(C(C(O3)CO)O)O)OC4C(C(C(C(O4)CO)O)OC(=O)N)O)C(=O)NC(C)C(C(C)C(=O)NC(C(C)O)C(=O)NCCC5=NC(=CS5)C6=NC(=CS6)C(=O)NCCC[S+](C)C)O. Cell line: SK-MEL-5. Synergy scores: CSS=43.9, Synergy_ZIP=0.586, Synergy_Bliss=3.76, Synergy_Loewe=2.11, Synergy_HSA=2.97.